Predict which catalyst facilitates the given reaction. From a dataset of Catalyst prediction with 721,799 reactions and 888 catalyst types from USPTO. (1) Reactant: [CH2:1]([N:3]1[C:9](=[O:10])[C:8]2[CH:11]=[CH:12][CH:13]=[CH:14][C:7]=2[S:6](=[O:15])[C:5]2[CH:16]=[CH:17][C:18]([C:20]([OH:22])=[O:21])=[CH:19][C:4]1=2)[CH3:2].[H-].[Na+].Br[CH2:26][C:27]1[CH:32]=[CH:31][C:30]([O:33][CH3:34])=[CH:29][CH:28]=1.O. Product: [CH2:1]([N:3]1[C:9](=[O:10])[C:8]2[CH:11]=[CH:12][CH:13]=[CH:14][C:7]=2[S:6](=[O:15])[C:5]2[CH:16]=[CH:17][C:18]([C:20]([O:22][CH2:26][C:27]3[CH:32]=[CH:31][C:30]([O:33][CH3:34])=[CH:29][CH:28]=3)=[O:21])=[CH:19][C:4]1=2)[CH3:2]. The catalyst class is: 3. (2) Reactant: [Cl:1][C:2]1[CH:7]=[CH:6][C:5]([S:8]([NH:11][C@@H:12]2[CH2:17][CH2:16][CH2:15][CH2:14][C@H:13]2[CH2:18][OH:19])(=[O:10])=[O:9])=[CH:4][CH:3]=1.C(=O)([O-])[O-].[Cs+].[Cs+].Br[CH2:27][C:28]1[CH:33]=[CH:32][C:31]([C:34]2[O:35][CH:36]=[CH:37][N:38]=2)=[C:30]([F:39])[C:29]=1[F:40]. Product: [Cl:1][C:2]1[CH:7]=[CH:6][C:5]([S:8]([N:11]([CH2:27][C:28]2[CH:33]=[CH:32][C:31]([C:34]3[O:35][CH:36]=[CH:37][N:38]=3)=[C:30]([F:39])[C:29]=2[F:40])[C@@H:12]2[CH2:17][CH2:16][CH2:15][CH2:14][C@H:13]2[CH2:18][OH:19])(=[O:9])=[O:10])=[CH:4][CH:3]=1. The catalyst class is: 9. (3) Reactant: [OH:1][NH:2][C:3](=[O:11])[O:4][C:5]1[CH:10]=[CH:9][CH:8]=[CH:7][CH:6]=1.C(N(CC)CC)C.[Cl:19][C:20]1[CH:28]=[CH:27][C:23]([C:24](Cl)=[O:25])=[CH:22][CH:21]=1.C(OCC)(=O)C. Product: [Cl:19][C:20]1[CH:28]=[CH:27][C:23]([C:24]([O:1][NH:2][C:3](=[O:11])[O:4][C:5]2[CH:10]=[CH:9][CH:8]=[CH:7][CH:6]=2)=[O:25])=[CH:22][CH:21]=1. The catalyst class is: 20. (4) The catalyst class is: 35. Reactant: C(N(CC)CC)C.Cl.[CH3:9][N:10]1[CH2:15][CH2:14][N:13]([C:16]2[CH:21]=[C:20]([C:22]3[CH:31]=[C:30]4[C:25]([CH2:26][CH2:27][NH:28][CH2:29]4)=[CH:24][CH:23]=3)[N:19]=[C:18]([NH2:32])[N:17]=2)[CH2:12][CH2:11]1.[C:33]([O:37][C:38]([N:40]1[CH2:44][CH2:43][CH:42]([CH2:45][C:46](O)=[O:47])[CH2:41]1)=[O:39])([CH3:36])([CH3:35])[CH3:34].F[P-](F)(F)(F)(F)F.N1(O[P+](N(C)C)(N(C)C)N(C)C)C2C=CC=CC=2N=N1. Product: [NH2:32][C:18]1[N:19]=[C:20]([C:22]2[CH:31]=[C:30]3[C:25]([CH2:26][CH2:27][N:28]([C:46](=[O:47])[CH2:45][CH:42]4[CH2:43][CH2:44][N:40]([C:38]([O:37][C:33]([CH3:35])([CH3:34])[CH3:36])=[O:39])[CH2:41]4)[CH2:29]3)=[CH:24][CH:23]=2)[CH:21]=[C:16]([N:13]2[CH2:12][CH2:11][N:10]([CH3:9])[CH2:15][CH2:14]2)[N:17]=1.